This data is from Catalyst prediction with 721,799 reactions and 888 catalyst types from USPTO. The task is: Predict which catalyst facilitates the given reaction. (1) Reactant: [Cl:1][C:2](Cl)([O:4]C(=O)OC(Cl)(Cl)Cl)Cl.[CH3:13][S:14]([N:17]1[CH2:22][CH2:21][NH:20][CH2:19][C@H:18]1[CH3:23])(=[O:16])=[O:15].N1C=CC=CC=1. Product: [CH3:13][S:14]([N:17]1[CH2:22][CH2:21][N:20]([C:2]([Cl:1])=[O:4])[CH2:19][C@H:18]1[CH3:23])(=[O:15])=[O:16]. The catalyst class is: 2. (2) Reactant: [CH2:1]([S:4]([N:7]1[CH2:12][CH2:11][N:10]([CH2:13][C:14]2[CH:19]=[CH:18][C:17]([NH:20][C:21]([C:23]3[CH:28]=[CH:27][C:26]([C:29]4[CH:34]=[C:33]([NH2:35])[CH:32]=[CH:31][C:30]=4[O:36][C:37]([F:40])([F:39])[F:38])=[CH:25][CH:24]=3)=[O:22])=[CH:16][CH:15]=2)[CH2:9][CH2:8]1)(=[O:6])=[O:5])[CH2:2][CH3:3].C(N(CC)C(C)C)(C)C.[CH:50]1([C:53](Cl)=[O:54])[CH2:52][CH2:51]1. Product: [CH2:1]([S:4]([N:7]1[CH2:12][CH2:11][N:10]([CH2:13][C:14]2[CH:19]=[CH:18][C:17]([NH:20][C:21]([C:23]3[CH:28]=[CH:27][C:26]([C:29]4[CH:34]=[C:33]([NH:35][C:53]([CH:50]5[CH2:52][CH2:51]5)=[O:54])[CH:32]=[CH:31][C:30]=4[O:36][C:37]([F:39])([F:40])[F:38])=[CH:25][CH:24]=3)=[O:22])=[CH:16][CH:15]=2)[CH2:9][CH2:8]1)(=[O:5])=[O:6])[CH2:2][CH3:3]. The catalyst class is: 1. (3) Product: [C:7]([O:11][C:12]([N:14]1[CH2:19][CH2:18][C:17]2([C:21](=[O:30])[C:22]3[CH:27]=[C:26]([Br:28])[CH:25]=[CH:24][C:23]=3[O:20]2)[CH2:16][CH2:15]1)=[O:13])([CH3:10])([CH3:9])[CH3:8]. Reactant: C(O[K])(C)(C)C.[C:7]([O:11][C:12]([N:14]1[CH2:19][CH2:18][C:17]([C:21](=[O:30])[C:22]2[CH:27]=[C:26]([Br:28])[CH:25]=[CH:24][C:23]=2F)([OH:20])[CH2:16][CH2:15]1)=[O:13])([CH3:10])([CH3:9])[CH3:8]. The catalyst class is: 1. (4) Reactant: Cl[C:2]1[N:7]=[C:6]([NH:8][CH:9]2[CH2:17][CH:16]3[N:12]([CH2:13][CH2:14][CH2:15]3)[C:11]([CH3:19])([CH3:18])[CH2:10]2)[C:5]([C:20]#[N:21])=[CH:4][N:3]=1.[CH:22]1([C:25]2[C:30]([N:31]3[CH:35]=[N:34][N:33]=[N:32]3)=[CH:29][C:28]([NH2:36])=[C:27]([F:37])[CH:26]=2)[CH2:24][CH2:23]1.O.C1(C)C=CC(S(O)(=O)=O)=CC=1. The catalyst class is: 32. Product: [CH:22]1([C:25]2[C:30]([N:31]3[CH:35]=[N:34][N:33]=[N:32]3)=[CH:29][C:28]([NH:36][C:2]3[N:7]=[C:6]([NH:8][CH:9]4[CH2:17][CH:16]5[N:12]([CH2:13][CH2:14][CH2:15]5)[C:11]([CH3:19])([CH3:18])[CH2:10]4)[C:5]([C:20]#[N:21])=[CH:4][N:3]=3)=[C:27]([F:37])[CH:26]=2)[CH2:24][CH2:23]1. (5) Reactant: [NH2:1][CH2:2][CH2:3][C@@H:4]1[CH2:13][C:12]2[C:7](=[CH:8][CH:9]=[CH:10][CH:11]=2)[CH2:6][N:5]1[C:14]([O:16][CH2:17][C:18]1[CH:23]=[CH:22][CH:21]=[CH:20][CH:19]=1)=[O:15].[CH3:24][C:25]([O:28][C:29](O[C:29]([O:28][C:25]([CH3:27])([CH3:26])[CH3:24])=[O:30])=[O:30])([CH3:27])[CH3:26].C(N(CC)CC)C. Product: [C:25]([O:28][C:29]([NH:1][CH2:2][CH2:3][C@@H:4]1[CH2:13][C:12]2[C:7](=[CH:8][CH:9]=[CH:10][CH:11]=2)[CH2:6][N:5]1[C:14]([O:16][CH2:17][C:18]1[CH:19]=[CH:20][CH:21]=[CH:22][CH:23]=1)=[O:15])=[O:30])([CH3:27])([CH3:26])[CH3:24]. The catalyst class is: 64. (6) Product: [Si:22]([O:1][C:2]1[CH:7]=[CH:6][C:5]([C:8](=[O:10])[CH3:9])=[CH:4][C:3]=1[O:11][CH3:12])([C:18]([CH3:21])([CH3:20])[CH3:19])([CH3:25])[CH3:24]. Reactant: [OH:1][C:2]1[CH:7]=[CH:6][C:5]([C:8](=[O:10])[CH3:9])=[CH:4][C:3]=1[O:11][CH3:12].N1C=CN=C1.[C:18]([Si:22]([CH3:25])([CH3:24])Cl)([CH3:21])([CH3:20])[CH3:19].[Cl-].[NH4+]. The catalyst class is: 42. (7) Reactant: [C:1]([C:4]1[C:16]2[NH:15][C:14]3[C:9](=[CH:10][CH:11]=[C:12]([C:17]([N:19]4[CH2:24][CH2:23][N:22]([CH3:25])[CH2:21][CH2:20]4)=[O:18])[CH:13]=3)[C:8]=2[C:7]([N:26]2[CH2:31][CH2:30][CH2:29][C@@H:28]([NH:32]C(=O)OCC3C=CC=CC=3)[CH2:27]2)=[CH:6][CH:5]=1)(=[O:3])[NH2:2].C([O-])=O.[NH4+]. Product: [NH2:32][C@@H:28]1[CH2:29][CH2:30][CH2:31][N:26]([C:7]2[C:8]3[C:9]4[C:14](=[CH:13][C:12]([C:17]([N:19]5[CH2:24][CH2:23][N:22]([CH3:25])[CH2:21][CH2:20]5)=[O:18])=[CH:11][CH:10]=4)[NH:15][C:16]=3[C:4]([C:1]([NH2:2])=[O:3])=[CH:5][CH:6]=2)[CH2:27]1. The catalyst class is: 43. (8) Reactant: Cl[C:2]1[C:11]2[C:6](=[CH:7][CH:8]=[CH:9][CH:10]=2)[N:5]=[C:4]([CH3:12])[N:3]=1.[N+:13]([C:16]1[CH:21]=[CH:20][C:19]([NH:22][CH3:23])=[CH:18][CH:17]=1)([O-:15])=[O:14].[H-].[Na+]. Product: [CH3:12][C:4]1[N:3]=[C:2]([N:22]([C:19]2[CH:18]=[CH:17][C:16]([N+:13]([O-:15])=[O:14])=[CH:21][CH:20]=2)[CH3:23])[C:11]2[C:6](=[CH:7][CH:8]=[CH:9][CH:10]=2)[N:5]=1. The catalyst class is: 9. (9) Product: [F:1][C:2]1[C:7]2[C:8]([C:18]([NH:19][CH3:20])=[O:21])=[C:9]([C:11]3[CH:12]=[CH:13][C:14]([F:17])=[CH:15][CH:16]=3)[O:10][C:6]=2[CH:5]=[CH:4][C:3]=1[C:22]1[CH:23]=[C:24]([C:25](=[O:27])[NH:42][C:39]2([C:36]3[N:37]=[CH:38][C:33]([F:32])=[CH:34][N:35]=3)[CH2:41][CH2:40]2)[CH:28]=[CH:29][C:30]=1[CH3:31]. Reactant: [F:1][C:2]1[C:7]2[C:8]([C:18](=[O:21])[NH:19][CH3:20])=[C:9]([C:11]3[CH:16]=[CH:15][C:14]([F:17])=[CH:13][CH:12]=3)[O:10][C:6]=2[CH:5]=[CH:4][C:3]=1[C:22]1[CH:23]=[C:24]([CH:28]=[CH:29][C:30]=1[CH3:31])[C:25]([OH:27])=O.[F:32][C:33]1[CH:34]=[N:35][C:36]([C:39]2([NH2:42])[CH2:41][CH2:40]2)=[N:37][CH:38]=1.C(N(CC)CC)C. The catalyst class is: 3.